From a dataset of Forward reaction prediction with 1.9M reactions from USPTO patents (1976-2016). Predict the product of the given reaction. (1) Given the reactants [Cl:1][C:2]1[C:3]([OH:26])=[C:4]([CH2:12][N:13]2[CH2:18][CH2:17][N:16]([C:19]([O:21][C:22]([CH3:25])([CH3:24])[CH3:23])=[O:20])[CH2:15][CH2:14]2)[C:5]2[O:9][CH2:8][C:7](=[O:10])[C:6]=2[CH:11]=1.[Br:27][C:28]1[CH:29]=[C:30]2[C:34](=[CH:35][CH:36]=1)[NH:33][N:32]=[C:31]2[CH:37]=O.N1CCCCC1, predict the reaction product. The product is: [Cl:1][C:2]1[C:3]([OH:26])=[C:4]([CH2:12][N:13]2[CH2:18][CH2:17][N:16]([C:19]([O:21][C:22]([CH3:23])([CH3:25])[CH3:24])=[O:20])[CH2:15][CH2:14]2)[C:5]2[O:9]/[C:8](=[CH:37]\[C:31]3[C:30]4[C:34](=[CH:35][CH:36]=[C:28]([Br:27])[CH:29]=4)[NH:33][N:32]=3)/[C:7](=[O:10])[C:6]=2[CH:11]=1. (2) Given the reactants O[C:2]1[CH:11]=[C:10]2[C:5]([CH:6]=[CH:7][C:8](=[O:12])[O:9]2)=[CH:4][CH:3]=1.[Cl:13][CH2:14][CH2:15][CH2:16][CH2:17][CH2:18][CH2:19]O.C1(P(C2C=CC=CC=2)C2C=CC=CC=2)C=CC=CC=1.C(OC(N=NC(OCC)=O)=O)C, predict the reaction product. The product is: [Cl:13][CH2:14][CH2:15][CH2:16][CH2:17][CH2:18][CH2:19][C:2]1[CH:11]=[C:10]2[C:5]([CH:6]=[CH:7][C:8](=[O:12])[O:9]2)=[CH:4][CH:3]=1. (3) Given the reactants C([NH:8][C:9]1[C:30]2[CH2:29][CH2:28][CH2:27][CH2:26][C:25]=2[C:12]2[O:13][CH2:14][CH:15]([C:16]3[CH:21]=[CH:20][C:19]([CH:22]([CH3:24])[CH3:23])=[CH:18][CH:17]=3)[C:11]=2[C:10]=1[CH3:31])C1C=CC=CC=1, predict the reaction product. The product is: [CH:22]([C:19]1[CH:18]=[CH:17][C:16]([CH:15]2[CH2:14][O:13][C:12]3[C:25]4[CH2:26][CH2:27][CH2:28][CH2:29][C:30]=4[C:9]([NH2:8])=[C:10]([CH3:31])[C:11]2=3)=[CH:21][CH:20]=1)([CH3:24])[CH3:23]. (4) Given the reactants [CH2:1]([S:3][C:4]1[C:5]([C:14]([NH:16][C:17]2[C:18]([OH:29])=[N:19][CH:20]=[C:21]([S:23]([C:25]([F:28])([F:27])[F:26])=[O:24])[CH:22]=2)=O)=[N:6][CH:7]=[C:8]([C:10]([F:13])([F:12])[F:11])[CH:9]=1)[CH3:2].COCCOC(/N=N/C(OCCOC)=O)=O.C1(P(C2C=CC=CC=2)C2C=CC=CC=2)C=CC=CC=1, predict the reaction product. The product is: [CH2:1]([S:3][C:4]1[C:5]([C:14]2[O:29][C:18]3[C:17]([N:16]=2)=[CH:22][C:21]([S:23]([C:25]([F:27])([F:28])[F:26])=[O:24])=[CH:20][N:19]=3)=[N:6][CH:7]=[C:8]([C:10]([F:11])([F:13])[F:12])[CH:9]=1)[CH3:2]. (5) Given the reactants [CH3:1][O:2][C:3]1[CH:27]=[CH:26][C:6]([CH2:7][N:8]([CH2:17][C:18]2[CH:23]=[CH:22][C:21]([O:24][CH3:25])=[CH:20][CH:19]=2)[C:9]2[N:14]=[C:13]([C:15]#[N:16])[CH:12]=[CH:11][CH:10]=2)=[CH:5][CH:4]=1.[CH3:28][CH2:29][Mg+].[Br-].O, predict the reaction product. The product is: [NH2:16][C:15]1([C:13]2[N:14]=[C:9]([N:8]([CH2:17][C:18]3[CH:19]=[CH:20][C:21]([O:24][CH3:25])=[CH:22][CH:23]=3)[CH2:7][C:6]3[CH:5]=[CH:4][C:3]([O:2][CH3:1])=[CH:27][CH:26]=3)[CH:10]=[CH:11][CH:12]=2)[CH2:29][CH2:28]1. (6) Given the reactants [F:1][C:2]1[CH:26]=[CH:25][CH:24]=[C:23]([F:27])[C:3]=1[O:4][C:5]1[CH:6]=[N:7][N:8]([CH:12]([CH2:16][C:17]2[CH:22]=[CH:21][CH:20]=[CH:19][CH:18]=2)[C:13](O)=[O:14])[C:9](=[O:11])[CH:10]=1.[NH2:28][C:29]1[CH:33]=[CH:32][N:31]([CH2:34][C:35]([CH3:38])([OH:37])[CH3:36])[N:30]=1, predict the reaction product. The product is: [F:1][C:2]1[CH:26]=[CH:25][CH:24]=[C:23]([F:27])[C:3]=1[O:4][C:5]1[CH:6]=[N:7][N:8]([CH:12]([CH2:16][C:17]2[CH:18]=[CH:19][CH:20]=[CH:21][CH:22]=2)[C:13]([NH:28][C:29]2[CH:33]=[CH:32][N:31]([CH2:34][C:35]([OH:37])([CH3:36])[CH3:38])[N:30]=2)=[O:14])[C:9](=[O:11])[CH:10]=1. (7) Given the reactants [Cl:1][C:2]1[CH:7]=[CH:6][C:5]([C:8]([F:11])([F:10])[F:9])=[CH:4][N+:3]=1[O-].O=P(Cl)(Cl)[Cl:15], predict the reaction product. The product is: [Cl:1][C:2]1[CH:7]=[CH:6][C:5]([C:8]([F:11])([F:10])[F:9])=[C:4]([Cl:15])[N:3]=1. (8) Given the reactants [F:1][C:2]([F:7])([F:6])[C:3]([OH:5])=[O:4].FC(F)(F)C(O)=O.[Cl:15][C:16]1[CH:17]=[N:18][C:19]2[NH:20][C:21]3[CH:22]=[CH:23][CH:24]=[C:25]([CH:38]=3)[CH2:26][CH2:27][C:28]3[CH:36]=[C:32]([NH:33][C:34]=1[N:35]=2)[CH:31]=[C:30]([NH2:37])[CH:29]=3.[N:39]([CH:42]1[CH2:46][CH2:45][CH2:44][CH2:43]1)=[C:40]=[O:41], predict the reaction product. The product is: [F:1][C:2]([F:7])([F:6])[C:3]([OH:5])=[O:4].[Cl:15][C:16]1[CH:17]=[N:18][C:19]2[NH:20][C:21]3[CH:22]=[CH:23][CH:24]=[C:25]([CH:38]=3)[CH2:26][CH2:27][C:28]3[CH:36]=[C:32]([NH:33][C:34]=1[N:35]=2)[CH:31]=[C:30]([NH:37][C:40]([NH:39][CH:42]1[CH2:46][CH2:45][CH2:44][CH2:43]1)=[O:41])[CH:29]=3. (9) The product is: [CH2:22]([O:21][C:20]1[C:11]([C:9]([OH:10])=[O:8])=[CH:12][C:13]2[C:18]([CH:19]=1)=[CH:17][CH:16]=[C:15]([O:29][CH3:30])[CH:14]=2)[C:23]1[CH:24]=[CH:25][CH:26]=[CH:27][CH:28]=1. Given the reactants C([O:8][C:9]([C:11]1[C:20]([O:21][CH2:22][C:23]2[CH:28]=[CH:27][CH:26]=[CH:25][CH:24]=2)=[CH:19][C:18]2[C:13](=[CH:14][C:15]([O:29][CH3:30])=[CH:16][CH:17]=2)[CH:12]=1)=[O:10])C1C=CC=CC=1.[OH-].[Na+], predict the reaction product. (10) Given the reactants CS(O[CH2:6][C:7]1[N:15]([CH2:16][CH2:17][S:18]([CH3:21])(=[O:20])=[O:19])[C:14]2[C:9](=[N:10][C:11]([Cl:22])=[CH:12][CH:13]=2)[CH:8]=1)(=O)=O.[Na].[O-]CCCC.[NH:29]1[C:33]2=[CH:34][N:35]=[CH:36][CH:37]=[C:32]2[C:31]2([CH2:39][CH2:38]2)[C:30]1=[O:40], predict the reaction product. The product is: [Cl:22][C:11]1[N:10]=[C:9]2[CH:8]=[C:7]([CH2:6][N:29]3[C:33]4=[CH:34][N:35]=[CH:36][CH:37]=[C:32]4[C:31]4([CH2:38][CH2:39]4)[C:30]3=[O:40])[N:15]([CH2:16][CH2:17][S:18]([CH3:21])(=[O:20])=[O:19])[C:14]2=[CH:13][CH:12]=1.